This data is from Full USPTO retrosynthesis dataset with 1.9M reactions from patents (1976-2016). The task is: Predict the reactants needed to synthesize the given product. (1) Given the product [Cl:15][C:16]1[CH:21]=[CH:20][CH:19]=[C:18]([O:14][C:8]2[CH:9]=[CH:10][C:11]([Cl:13])=[CH:12][C:7]=2[Cl:6])[N:17]=1, predict the reactants needed to synthesize it. The reactants are: CN(C=O)C.[Cl:6][C:7]1[CH:12]=[C:11]([Cl:13])[CH:10]=[CH:9][C:8]=1[OH:14].[Cl:15][C:16]1[CH:21]=[CH:20][CH:19]=[C:18](Cl)[N:17]=1.C(=O)([O-])[O-].[K+].[K+]. (2) Given the product [O:1]1[C:5]2[CH:6]=[CH:7][CH:8]=[CH:9][C:4]=2[N:3]=[C:2]1[NH:10][C@@H:11]([CH2:16][C:17]1[CH:22]=[CH:21][C:20]([O:23][CH2:58][CH2:55][C:39]2[N:40]=[C:41]([C:43]3[CH:44]=[C:45]([O:53][CH3:54])[C:46]([O:51][CH3:52])=[C:47]([O:49][CH3:50])[CH:48]=3)[O:42][C:38]=2[CH3:37])=[CH:19][CH:18]=1)[C:12]([O:14][CH3:15])=[O:13], predict the reactants needed to synthesize it. The reactants are: [O:1]1[C:5]2[CH:6]=[CH:7][CH:8]=[CH:9][C:4]=2[N:3]=[C:2]1[NH:10][C@@H:11]([CH2:16][C:17]1[CH:22]=[CH:21][C:20]([OH:23])=[CH:19][CH:18]=1)[C:12]([O:14][CH3:15])=[O:13].[H-].[Na+].C1(C)C=CC(S(OC[CH2:37][C:38]2[O:42][C:41]([C:43]3[CH:48]=[C:47]([O:49][CH3:50])[C:46]([O:51][CH3:52])=[C:45]([O:53][CH3:54])[CH:44]=3)=[N:40][C:39]=2[CH3:55])(=O)=O)=CC=1.O.[CH3:58]N(C)C=O. (3) Given the product [C:20]([SiH2:19][O:18][C:17]([CH3:25])([CH3:24])[C:16]1[N:15]([CH3:26])[N:14]=[C:13]([C:27]2[CH:32]=[CH:31][C:30]([C:33]([F:36])([F:35])[F:34])=[CH:29][CH:28]=2)[C:12]=1[CH3:1])([CH3:23])([CH3:22])[CH3:21], predict the reactants needed to synthesize it. The reactants are: [C:1]([Li])(C)(C)C.CCCCC.Br[C:12]1[C:13]([C:27]2[CH:32]=[CH:31][C:30]([C:33]([F:36])([F:35])[F:34])=[CH:29][CH:28]=2)=[N:14][N:15]([CH3:26])[C:16]=1[C:17]([CH3:25])([CH3:24])[O:18][SiH2:19][C:20]([CH3:23])([CH3:22])[CH3:21].CI. (4) Given the product [OH:6][CH:5]([CH2:4][OH:3])[CH2:7][N:8]1[C:16]2[CH:15]=[CH:14][NH:13][C:12](=[O:17])[C:11]=2[C:10]([C:19]2[CH:20]=[CH:21][C:22]([S:25]([NH2:28])(=[O:27])=[O:26])=[CH:23][CH:24]=2)=[CH:9]1, predict the reactants needed to synthesize it. The reactants are: CC1(C)[O:6][CH:5]([CH2:7][N:8]2[C:16]3[CH:15]=[CH:14][N:13]=[C:12]([O:17]C)[C:11]=3[C:10]([C:19]3[CH:24]=[CH:23][C:22]([S:25]([NH2:28])(=[O:27])=[O:26])=[CH:21][CH:20]=3)=[CH:9]2)[CH2:4][O:3]1.[I-].[Na+].Cl[Si](C)(C)C.C(=O)([O-])O.[Na+]. (5) Given the product [CH3:17][O:18][CH:19]1[CH2:20][CH2:21][N:22]([C:25]2[N:30]=[C:29]([NH:31][C:2]3[N:7]=[CH:6][C:5]4[N:8]=[C:9]([CH3:16])[N:10]([CH:11]([CH3:15])[CH2:12][C:13]#[N:14])[C:4]=4[CH:3]=3)[CH:28]=[CH:27][N:26]=2)[CH2:23][CH2:24]1, predict the reactants needed to synthesize it. The reactants are: Br[C:2]1[N:7]=[CH:6][C:5]2[N:8]=[C:9]([CH3:16])[N:10]([CH:11]([CH3:15])[CH2:12][C:13]#[N:14])[C:4]=2[CH:3]=1.[CH3:17][O:18][CH:19]1[CH2:24][CH2:23][N:22]([C:25]2[N:30]=[C:29]([NH2:31])[CH:28]=[CH:27][N:26]=2)[CH2:21][CH2:20]1.C(=O)([O-])[O-].[Cs+].[Cs+].C1(P(C2CCCCC2)C2C=CC=CC=2C2C(C(C)C)=CC(C(C)C)=CC=2C(C)C)CCCCC1. (6) The reactants are: [CH2:1]([C:3]1[N:7]([C:8]2[CH:13]=[CH:12][CH:11]=[CH:10][CH:9]=2)[N:6]=[CH:5][C:4]=1[C:14]([O:16]C)=[O:15])[CH3:2].[OH-].[Na+]. Given the product [CH2:1]([C:3]1[N:7]([C:8]2[CH:13]=[CH:12][CH:11]=[CH:10][CH:9]=2)[N:6]=[CH:5][C:4]=1[C:14]([OH:16])=[O:15])[CH3:2], predict the reactants needed to synthesize it. (7) Given the product [N:32]1([C:30]([N:15]2[CH2:16][CH:17]([C:19]3[CH:24]=[CH:23][C:22]([O:25][C:26]([F:29])([F:28])[F:27])=[CH:21][CH:20]=3)[CH2:18][CH:13]([C:11]3[O:10][N:9]=[C:8]([C:6]4[CH:5]=[CH:4][N:3]=[C:2]([N:32]5[CH2:37][CH2:36][O:35][CH2:34][CH2:33]5)[CH:7]=4)[N:12]=3)[CH2:14]2)=[O:31])[CH2:37][CH2:36][O:35][CH2:34][CH2:33]1, predict the reactants needed to synthesize it. The reactants are: Cl[C:2]1[CH:7]=[C:6]([C:8]2[N:12]=[C:11]([CH:13]3[CH2:18][CH:17]([C:19]4[CH:24]=[CH:23][C:22]([O:25][C:26]([F:29])([F:28])[F:27])=[CH:21][CH:20]=4)[CH2:16][N:15]([C:30]([N:32]4[CH2:37][CH2:36][O:35][CH2:34][CH2:33]4)=[O:31])[CH2:14]3)[O:10][N:9]=2)[CH:5]=[CH:4][N:3]=1. (8) Given the product [NH2:37][C:35]([O:34][CH3:33])=[N:36][C:18](=[O:19])[C:17]1[CH:21]=[CH:22][C:14]([C:11]2[CH2:10][C:9]([C:4]3[CH:5]=[C:6]([Cl:8])[CH:7]=[C:2]([Cl:1])[CH:3]=3)([C:24]([F:26])([F:27])[F:25])[O:13][N:12]=2)=[CH:15][C:16]=1[CH3:23], predict the reactants needed to synthesize it. The reactants are: [Cl:1][C:2]1[CH:3]=[C:4]([C:9]2([C:24]([F:27])([F:26])[F:25])[O:13][N:12]=[C:11]([C:14]3[CH:22]=[CH:21][C:17]([C:18](Cl)=[O:19])=[C:16]([CH3:23])[CH:15]=3)[CH2:10]2)[CH:5]=[C:6]([Cl:8])[CH:7]=1.S(O)(O)(=O)=O.[CH3:33][O:34][C:35](=[NH:37])[NH2:36].C(=O)([O-])[O-].[K+].[K+]. (9) Given the product [F:36][C:24]([F:23])([F:35])[C:25]1[CH:26]=[CH:27][C:28]([S:31]([O:1][CH:2]2[CH2:7][CH2:6][N:5]([C:8]3[CH:9]=[CH:10][C:11]([C:14]#[N:15])=[CH:12][N:13]=3)[CH2:4][CH2:3]2)(=[O:33])=[O:32])=[CH:29][CH:30]=1, predict the reactants needed to synthesize it. The reactants are: [OH:1][CH:2]1[CH2:7][CH2:6][N:5]([C:8]2[N:13]=[CH:12][C:11]([C:14]#[N:15])=[CH:10][CH:9]=2)[CH2:4][CH2:3]1.C(N(CC)CC)C.[F:23][C:24]([F:36])([F:35])[C:25]1[CH:30]=[CH:29][C:28]([S:31](Cl)(=[O:33])=[O:32])=[CH:27][CH:26]=1.Cl. (10) Given the product [C:22]([O:26][C:27](=[O:35])[C:28]1[CH:33]=[CH:32][C:31]([N:14]([C:6]2[CH:7]=[CH:8][C:9]([O:10][CH:11]([F:12])[F:13])=[C:4]([O:3][CH:2]([F:1])[F:21])[CH:5]=2)[CH2:15][C:16]2[S:20][CH:19]=[N:18][CH:17]=2)=[CH:30][CH:29]=1)([CH3:25])([CH3:23])[CH3:24], predict the reactants needed to synthesize it. The reactants are: [F:1][CH:2]([F:21])[O:3][C:4]1[CH:5]=[C:6]([NH:14][CH2:15][C:16]2[S:20][CH:19]=[N:18][CH:17]=2)[CH:7]=[CH:8][C:9]=1[O:10][CH:11]([F:13])[F:12].[C:22]([O:26][C:27](=[O:35])[C:28]1[CH:33]=[CH:32][C:31](Br)=[CH:30][CH:29]=1)([CH3:25])([CH3:24])[CH3:23].P(C(C)(C)C)(C(C)(C)C)C(C)(C)C.